From a dataset of Catalyst prediction with 721,799 reactions and 888 catalyst types from USPTO. Predict which catalyst facilitates the given reaction. (1) Reactant: [O:1]=[C:2]1[C:10](=[O:11])[C:9]2[C:4](=[CH:5][CH:6]=[C:7]([S:12][CH2:13][CH2:14][C:15]3[CH:24]=[CH:23][C:18]([C:19]([O:21]C)=[O:20])=[CH:17][CH:16]=3)[CH:8]=2)[N:3]1[CH2:25][CH2:26][C:27]1[CH:32]=[CH:31][CH:30]=[CH:29][CH:28]=1.C(=O)([O-])[O-].[K+].[K+]. Product: [O:1]=[C:2]1[C:10](=[O:11])[C:9]2[C:4](=[CH:5][CH:6]=[C:7]([S:12][CH2:13][CH2:14][C:15]3[CH:24]=[CH:23][C:18]([C:19]([OH:21])=[O:20])=[CH:17][CH:16]=3)[CH:8]=2)[N:3]1[CH2:25][CH2:26][C:27]1[CH:32]=[CH:31][CH:30]=[CH:29][CH:28]=1. The catalyst class is: 24. (2) Reactant: [I:1][C:2]1[CH:6]=[CH:5][NH:4][N:3]=1.[H-].[Na+].F[C:10]1[CH:15]=[CH:14][N:13]=[C:12]([C:16]([F:19])([F:18])[F:17])[CH:11]=1. Product: [I:1][C:2]1[CH:6]=[CH:5][N:4]([C:10]2[CH:15]=[CH:14][N:13]=[C:12]([C:16]([F:19])([F:18])[F:17])[CH:11]=2)[N:3]=1. The catalyst class is: 16. (3) Reactant: [C:1]([O:6][CH:7]([O:9][CH2:10][CH3:11])[CH3:8])(=[O:5])[C:2]([CH3:4])=[CH2:3].[C:12]([O:17][CH2:18][C:19]1[CH:24]=[CH:23][CH:22]=[CH:21][CH:20]=1)(=[O:16])[C:13]([CH3:15])=[CH2:14].C(C(C)=O)C(C)C.N(C(C)(CC)C([O-])=O)=NC(C)(CC)C([O-])=O. Product: [C:1]([O:6][CH:7]([O:9][CH2:10][CH3:11])[CH3:8])(=[O:5])[C:2]([CH3:4])=[CH2:3].[C:12]([O:17][CH2:18][C:19]1[CH:20]=[CH:21][CH:22]=[CH:23][CH:24]=1)(=[O:16])[C:13]([CH3:15])=[CH2:14].[C:7]([O:9][CH:10]([CH3:11])[CH2:12][O:17][CH3:18])(=[O:6])[CH3:8]. The catalyst class is: 194. (4) Reactant: [Cl:1][C:2]1[CH:7]=[CH:6][C:5]([CH2:8][N:9]2[CH2:14][CH2:13][NH:12][CH2:11][CH2:10]2)=[C:4]([N:15]2[CH2:20][CH2:19][N:18]3[N:21]=[CH:22][N:23]=[C:17]3[CH2:16]2)[CH:3]=1.[C:24](=O)([O:33]N1C(=O)CCC1=O)[O:25][N:26]1[C:30](=[O:31])[CH2:29][CH2:28][C:27]1=[O:32].C(N(CC)CC)C. Product: [Cl:1][C:2]1[CH:7]=[CH:6][C:5]([CH2:8][N:9]2[CH2:10][CH2:11][N:12]([C:24]([O:25][N:26]3[C:30](=[O:31])[CH2:29][CH2:28][C:27]3=[O:32])=[O:33])[CH2:13][CH2:14]2)=[C:4]([N:15]2[CH2:20][CH2:19][N:18]3[N:21]=[CH:22][N:23]=[C:17]3[CH2:16]2)[CH:3]=1. The catalyst class is: 23. (5) Reactant: C[O:2][C:3](=[O:27])/[C:4](/[C:11]1[CH:16]=[CH:15][C:14]([N:17]2[C:21]([CH3:22])=[N:20][N:19]=[N:18]2)=[C:13]([C:23]([F:26])([F:25])[F:24])[CH:12]=1)=[CH:5]/[CH:6]1[CH2:10][CH2:9][CH2:8][CH2:7]1.[OH-].[Na+]. Product: [CH:6]1(/[CH:5]=[C:4](\[C:11]2[CH:16]=[CH:15][C:14]([N:17]3[C:21]([CH3:22])=[N:20][N:19]=[N:18]3)=[C:13]([C:23]([F:24])([F:26])[F:25])[CH:12]=2)/[C:3]([OH:27])=[O:2])[CH2:10][CH2:9][CH2:8][CH2:7]1. The catalyst class is: 8. (6) The catalyst class is: 13. Reactant: [CH2:1]([O:3][C:4]1[CH:9]=[CH:8][CH:7]=[C:6]([O:10][C:11]2[CH:16]=[CH:15][C:14]([N+:17]([O-])=O)=[CH:13][CH:12]=2)[CH:5]=1)[CH3:2].O.[Sn](Cl)(Cl)(Cl)Cl. Product: [CH2:1]([O:3][C:4]1[CH:5]=[C:6]([O:10][C:11]2[CH:12]=[CH:13][C:14]([NH2:17])=[CH:15][CH:16]=2)[CH:7]=[CH:8][CH:9]=1)[CH3:2].